From a dataset of Forward reaction prediction with 1.9M reactions from USPTO patents (1976-2016). Predict the product of the given reaction. (1) Given the reactants [CH:1]([O:4][C:5](=[O:34])[CH2:6][CH2:7][CH2:8][CH2:9][CH2:10][O:11][C:12]1[C:13]([NH2:33])=[CH:14][C:15]2[N:19]=[C:18]([C:20]3[CH:25]=[CH:24][CH:23]=[CH:22][CH:21]=3)[N:17]([C:26]3[CH:31]=[CH:30][CH:29]=[CH:28][CH:27]=3)[C:16]=2[CH:32]=1)([CH3:3])[CH3:2].[Br:35][C:36]1[CH:41]=[CH:40][C:39]([S:42](Cl)(=[O:44])=[O:43])=[CH:38][CH:37]=1, predict the reaction product. The product is: [CH:1]([O:4][C:5](=[O:34])[CH2:6][CH2:7][CH2:8][CH2:9][CH2:10][O:11][C:12]1[C:13]([NH:33][S:42]([C:39]2[CH:40]=[CH:41][C:36]([Br:35])=[CH:37][CH:38]=2)(=[O:44])=[O:43])=[CH:14][C:15]2[NH:19][CH:18]([C:20]3[CH:21]=[CH:22][CH:23]=[CH:24][CH:25]=3)[N:17]([C:26]3[CH:27]=[CH:28][CH:29]=[CH:30][CH:31]=3)[C:16]=2[CH:32]=1)([CH3:3])[CH3:2]. (2) Given the reactants Cl[S:2]([C:5]1[CH:12]=[CH:11][C:8]([CH:9]=[O:10])=[CH:7][CH:6]=1)(=[O:4])=[O:3].[F:13][C:14]([F:24])([F:23])[O:15][C:16]1[CH:22]=[CH:21][C:19]([NH2:20])=[CH:18][CH:17]=1.N1C=CC=CC=1.Cl, predict the reaction product. The product is: [CH:9]([C:8]1[CH:11]=[CH:12][C:5]([S:2]([NH:20][C:19]2[CH:21]=[CH:22][C:16]([O:15][C:14]([F:13])([F:23])[F:24])=[CH:17][CH:18]=2)(=[O:4])=[O:3])=[CH:6][CH:7]=1)=[O:10]. (3) Given the reactants C[O:2][C:3](=[O:32])[CH2:4][CH2:5][S:6][CH:7]1[C:11]2[C:12]([O:21][CH3:22])=[C:13]3[C:18](=[C:19]([OH:20])[C:10]=2[C:9](=[O:23])[N:8]1[CH2:24][C:25]1[CH:30]=[CH:29][C:28]([F:31])=[CH:27][CH:26]=1)[N:17]=[CH:16][CH:15]=[CH:14]3.O.CO.[Li+].[OH-], predict the reaction product. The product is: [F:31][C:28]1[CH:27]=[CH:26][C:25]([CH2:24][N:8]2[C:9](=[O:23])[C:10]3[C:19]([OH:20])=[C:18]4[C:13]([CH:14]=[CH:15][CH:16]=[N:17]4)=[C:12]([O:21][CH3:22])[C:11]=3[CH:7]2[S:6][CH2:5][CH2:4][C:3]([OH:32])=[O:2])=[CH:30][CH:29]=1. (4) Given the reactants [NH2:1][C:2]1[CH:10]=[CH:9][C:8]([O:11][C:12]([F:15])([F:14])[F:13])=[CH:7][C:3]=1[C:4]([NH2:6])=O.[Cl:16][C:17]1[CH:25]=[CH:24][CH:23]=[CH:22][C:18]=1[C:19](Cl)=O.[NH:26]1[CH2:30][CH2:29][CH2:28][CH2:27]1, predict the reaction product. The product is: [Cl:16][C:17]1[CH:25]=[CH:24][CH:23]=[CH:22][C:18]=1[C:19]1[N:6]=[C:4]([N:26]2[CH2:30][CH2:29][CH2:28][CH2:27]2)[C:3]2[C:2](=[CH:10][CH:9]=[C:8]([O:11][C:12]([F:15])([F:14])[F:13])[CH:7]=2)[N:1]=1. (5) Given the reactants I([O-])(=O)(=O)=[O:2].[Na+].[Cl:7][C:8]1[CH:13]=[CH:12][CH:11]=[CH:10][C:9]=1[N:14]1[C:19](=[O:20])[C:18]2[S:21][CH:22]=[CH:23][C:17]=2[N:16]=[C:15]1[CH:24]=CN(C)C, predict the reaction product. The product is: [Cl:7][C:8]1[CH:13]=[CH:12][CH:11]=[CH:10][C:9]=1[N:14]1[C:19](=[O:20])[C:18]2[S:21][CH:22]=[CH:23][C:17]=2[N:16]=[C:15]1[CH:24]=[O:2]. (6) Given the reactants [CH3:1][O:2][C:3]1[CH:8]=[CH:7][CH:6]=[C:5]([O:9][CH3:10])[C:4]=1[CH:11]1[CH:15](C(OCC)=O)[C:14](=[O:21])[C:13](=[O:22])[N:12]1[CH2:23][C:24]1[CH:29]=[CH:28][C:27]([O:30][C:31]([F:34])([F:33])[F:32])=[CH:26][CH:25]=1.[Na+].[Cl-], predict the reaction product. The product is: [CH3:1][O:2][C:3]1[CH:8]=[CH:7][CH:6]=[C:5]([O:9][CH3:10])[C:4]=1[CH:11]1[N:12]([CH2:23][C:24]2[CH:29]=[CH:28][C:27]([O:30][C:31]([F:32])([F:33])[F:34])=[CH:26][CH:25]=2)[C:13](=[O:22])[C:14](=[O:21])[CH2:15]1. (7) Given the reactants [F:1][C:2]1[CH:22]=[C:21]([F:23])[CH:20]=[CH:19][C:3]=1[O:4][C:5]1[CH:6]=[C:7]2[C:11](=[CH:12][C:13]=1[OH:14])[N:10]([CH2:15][CH:16]([CH3:18])[CH3:17])[N:9]=[CH:8]2.C([O-])([O-])=O.[Cs+].[Cs+].Br[CH2:31][CH:32]1[CH2:34][O:33]1, predict the reaction product. The product is: [F:1][C:2]1[CH:22]=[C:21]([F:23])[CH:20]=[CH:19][C:3]=1[O:4][C:5]1[CH:6]=[C:7]2[C:11](=[CH:12][C:13]=1[O:14][CH2:31][CH:32]1[CH2:34][O:33]1)[N:10]([CH2:15][CH:16]([CH3:18])[CH3:17])[N:9]=[CH:8]2. (8) Given the reactants [CH2:1]([S:8]([NH:11][C:12]([CH:14]1[CH2:19][CH2:18][N:17]([C:20]2[C:30]([C:31]#[N:32])=[CH:29][C:23]([C:24]([O:26][CH2:27][CH3:28])=[O:25])=[C:22]([CH2:33]Cl)[N:21]=2)[CH2:16][CH2:15]1)=[O:13])(=[O:10])=[O:9])[C:2]1[CH:7]=[CH:6][CH:5]=[CH:4][CH:3]=1.[CH2:35]([SH:37])[CH3:36].CCN(C(C)C)C(C)C.Cl, predict the reaction product. The product is: [CH2:1]([S:8]([NH:11][C:12]([CH:14]1[CH2:19][CH2:18][N:17]([C:20]2[C:30]([C:31]#[N:32])=[CH:29][C:23]([C:24]([O:26][CH2:27][CH3:28])=[O:25])=[C:22]([CH2:33][S:37][CH2:35][CH3:36])[N:21]=2)[CH2:16][CH2:15]1)=[O:13])(=[O:10])=[O:9])[C:2]1[CH:7]=[CH:6][CH:5]=[CH:4][CH:3]=1.